The task is: Binary Classification. Given a miRNA mature sequence and a target amino acid sequence, predict their likelihood of interaction.. This data is from Experimentally validated miRNA-target interactions with 360,000+ pairs, plus equal number of negative samples. (1) The miRNA is hsa-miR-6512-3p with sequence UUCCAGCCCUUCUAAUGGUAGG. The protein sequence of the target gene is MDGRDFGPQRSVHGPPPPLLSGLAMDSHRVGAATAGRLPSSGLPGPPPPGKYMAGLNLHPHPGFSHLPSGLYPSYLHLNHLDPPSSGSPLLSQLGQPSIFDTQKDGFYLPAPGTLHAHTPSSRTPSGHSSGGPAKGSSREGTGKDRAGRGGDPPPLFGKKDPRAREEVSGPRGVVDLTQEARAEGRQDRGSSRLAERLSPFLAEVKAKGALQPSALSLCNGVVDAGLVAELGRGGAKEVARQEENARLLRRAEALLPAARPCGSPLPPPPPLPPKGPPAPPSSTPAGVYTVFREPGREHR.... Result: 0 (no interaction). (2) The miRNA is hsa-miR-127-5p with sequence CUGAAGCUCAGAGGGCUCUGAU. The protein sequence of the target gene is MEEKRRRARVQGAWAAPVKSQAIAQPATTAKSHLHQKPGQTWKNKEHHLSDREFVFKEPQQVVRRAPEPRVIDREGVYEISLSPTGVSRVCLYPGFVDVKEADWILEQLCQDVPWKQRTGIREDITYQQPRLTAWYGELPYTYSRITMEPNPHWHPVLRTLKNRIEENTGHTFNSLLCNLYRNEKDSVDWHSDDEPSLGRCPIIASLSFGATRTFEMRKKPPPEENGDYTYVERVKIPLDHGTLLIMEGATQADWQHRVPKEYHSREPRVNLTFRTVYPDPRGAPW. Result: 1 (interaction). (3) The miRNA is hsa-miR-4706 with sequence AGCGGGGAGGAAGUGGGCGCUGCUU. The protein sequence of the target gene is MKILLIIFVLIIWTETLADQSPGPGPVYADVVFLVDSSDHLGPKSFPFVKTFINKMINSLPIEANKYRVALAQYSDEFHSEFHLSTFKGRSPMLNHLKKNFQFIGGSLQIGKALQEAHRTYFSAPINGRDRKQFPPILVVLASAESEDEVEEASKALQKDGVKIISVGVQKASEENLKAMATSHFHFNLRTIRDLSTFSQNMTQIIKDVTKYKEGAVDADMQVHFPISCQKDSLADLVFLVDESLGTGGNLRHLQTFLENITSSMDVKENCMRLGLMSYSNSAKTISFLKSSTTQSEFQQ.... Result: 0 (no interaction). (4) The miRNA is gga-miR-2131-5p with sequence AUGCAGAAGUGCACGGAAACAGCU. The protein sequence of the target gene is MASWLYECLCEAELAQYYPHFTALGLQKIDELAKVTMKDYSRLGVHDMNDRKRLFQLIKIIKIMQEEDKALGIPEHPLQASSLYTKPREFRSGPRRQLHFDSPSASKDKMANNETGSLSNFSVDEQKSTYLKVLEHMLPDDSQCQTKIRAPDASAADASMQTETNAPLFSSNYFSPQLGNCDIPVIQRVSHVSGYNYGIPHSCVRQITSENPWTEMEKIRVCVRKRPLGVREVRRGEVNVITVEDKETLLVHEKKEAVDLTQYILQHVFYFDEVFGEACSNQDVYLKTAHPLIQHIFNGG.... Result: 0 (no interaction). (5) The miRNA is mmu-miR-7b-5p with sequence UGGAAGACUUGUGAUUUUGUUGUU. The protein sequence of the target gene is MASEMEPEVQAIDRSLLECSAEEIAGRWLQATDLNREVYQHLAHCVPKIYCRGPNPFPQKEDTLAQHILLGPMEWYICAEDPALGFPKLEQANKPSHLCGRVFKVGEPTYSCRDCAVDPTCVLCMECFLGSIHRDHRYRMTTSGGGGFCDCGDTEAWKEGPYCQKHKLSSSEVVEEEDPLVHLSEDVIARTYNIFAIMFRYAVDILTWEKESELPEDLEVAEKSDTYYCMLFNDEVHTYEQVIYTLQKAVNCTQKEAIGFATTVDRDGRRSVRYGDFQYCDQAKTVIVRNTSRQTKPLKV.... Result: 1 (interaction).